From a dataset of Full USPTO retrosynthesis dataset with 1.9M reactions from patents (1976-2016). Predict the reactants needed to synthesize the given product. (1) Given the product [F:47][C:48]1[CH:74]=[C:73]([F:75])[CH:72]=[CH:71][C:49]=1[O:50][CH:51]1[CH2:52][CH2:53][N:54]([C:57]2[N:58]=[C:59]3[CH2:70][CH2:69][N:68]([C:3](=[O:4])[CH:2]([F:6])[F:1])[CH2:67][C:60]3=[N:61][C:62]=2[NH:63][CH:64]([CH3:66])[CH3:65])[CH2:55][CH2:56]1, predict the reactants needed to synthesize it. The reactants are: [F:1][CH:2]([F:6])[C:3](O)=[O:4].CN(C(ON1N=NC2C=CC=NC1=2)=[N+](C)C)C.F[P-](F)(F)(F)(F)F.CCN(C(C)C)C(C)C.OC(C(F)(F)F)=O.[F:47][C:48]1[CH:74]=[C:73]([F:75])[CH:72]=[CH:71][C:49]=1[O:50][CH:51]1[CH2:56][CH2:55][N:54]([C:57]2[N:58]=[C:59]3[CH2:70][CH2:69][NH:68][CH2:67][C:60]3=[N:61][C:62]=2[NH:63][CH:64]([CH3:66])[CH3:65])[CH2:53][CH2:52]1. (2) The reactants are: Cl[C:2]1[C:3]2[C:4](=[CH:13][N:14](CC3C=CC(OC)=CC=3)[N:15]=2)[N:5]=[C:6]([C:8]2[NH:12][CH:11]=[N:10][CH:9]=2)[N:7]=1.[CH3:25][N:26]1[CH2:31][CH2:30][N:29]([C:32]2[CH:38]=[CH:37][C:35]([NH2:36])=[CH:34][CH:33]=2)[CH2:28][CH2:27]1.Cl. Given the product [NH:12]1[C:8]([C:6]2[N:7]=[C:2]([NH:36][C:35]3[CH:34]=[CH:33][C:32]([N:29]4[CH2:28][CH2:27][N:26]([CH3:25])[CH2:31][CH2:30]4)=[CH:38][CH:37]=3)[C:3]3[NH:15][N:14]=[CH:13][C:4]=3[N:5]=2)=[CH:9][N:10]=[CH:11]1, predict the reactants needed to synthesize it.